From a dataset of Forward reaction prediction with 1.9M reactions from USPTO patents (1976-2016). Predict the product of the given reaction. (1) Given the reactants [Cl:1][C:2]1[CH:7]=[CH:6][C:5]([C:8]2[N:12]([CH2:13][C@H:14]([OH:19])[C:15]([F:18])([F:17])[F:16])[C:11](=[O:20])[N:10]([CH2:21][C:22]([NH:24][C@@:25]([C:36]3[CH:41]=[CH:40][CH:39]=[C:38]([C:42]([F:45])([F:44])[F:43])[CH:37]=3)([CH3:35])[C:26]([NH:28][C:29]([CH3:34])([C:31]([OH:33])=O)[CH3:30])=[O:27])=[O:23])[N:9]=2)=[CH:4][CH:3]=1.C(Cl)CCl.C1C=CC2N(O)N=[N:56]C=2C=1.N, predict the reaction product. The product is: [Cl:1][C:2]1[CH:7]=[CH:6][C:5]([C:8]2[N:12]([CH2:13][C@H:14]([OH:19])[C:15]([F:17])([F:16])[F:18])[C:11](=[O:20])[N:10]([CH2:21][C:22]([NH:24][C@@:25]([C:36]3[CH:41]=[CH:40][CH:39]=[C:38]([C:42]([F:43])([F:45])[F:44])[CH:37]=3)([CH3:35])[C:26]([NH:28][C:29]([CH3:30])([C:31]([NH2:56])=[O:33])[CH3:34])=[O:27])=[O:23])[N:9]=2)=[CH:4][CH:3]=1. (2) Given the reactants [NH2:1][C:2]([NH:4][C:5]1[CH:9]=[C:8]([C:10]2[CH:15]=[CH:14][CH:13]=[CH:12][C:11]=2[O:16]C)[S:7][C:6]=1[C:18]([NH2:20])=[O:19])=[O:3].B(Br)(Br)Br.CO, predict the reaction product. The product is: [NH2:1][C:2]([NH:4][C:5]1[CH:9]=[C:8]([C:10]2[CH:15]=[CH:14][CH:13]=[CH:12][C:11]=2[OH:16])[S:7][C:6]=1[C:18]([NH2:20])=[O:19])=[O:3].